Task: Predict the product of the given reaction.. Dataset: Forward reaction prediction with 1.9M reactions from USPTO patents (1976-2016) (1) The product is: [Cl:26][C:27]1[CH:36]=[CH:35][C:30]([C:31](=[O:34])[CH2:32][N:3]2[C:4]3[CH:9]=[CH:8][CH:7]=[CH:6][C:5]=3[N:1]=[C:2]2[C:10]2[C:11]([NH:15][CH2:16][CH2:17][C:18]#[N:19])=[N:12][O:13][N:14]=2)=[CH:29][CH:28]=1. Given the reactants [NH:1]1[C:5]2[CH:6]=[CH:7][CH:8]=[CH:9][C:4]=2[N:3]=[C:2]1[C:10]1[C:11]([NH:15][CH2:16][CH2:17][C:18]#[N:19])=[N:12][O:13][N:14]=1.C(=O)([O-])[O-].[K+].[K+].[Cl:26][C:27]1[CH:36]=[CH:35][C:30]([C:31](=[O:34])[CH2:32]Br)=[CH:29][CH:28]=1, predict the reaction product. (2) Given the reactants Br[C:2]1[S:25][C:5]2[N:6]=[C:7]([N:10]3[CH2:15][CH2:14][CH:13]([CH2:16][O:17][CH2:18][CH2:19][N:20]4[CH2:24][CH2:23][CH2:22][CH2:21]4)[CH2:12][CH2:11]3)[N:8]=[CH:9][C:4]=2[C:3]=1[C:26]1[CH:31]=[CH:30][CH:29]=[CH:28][CH:27]=1.[C:32]([NH2:35])(=[O:34])[CH3:33].C(=O)([O-])[O-].[Cs+].[Cs+].CC1(C)C2C(=C(P(C3C=CC=CC=3)C3C=CC=CC=3)C=CC=2)OC2C(P(C3C=CC=CC=3)C3C=CC=CC=3)=CC=CC1=2, predict the reaction product. The product is: [C:26]1([C:3]2[C:4]3[CH:9]=[N:8][C:7]([N:10]4[CH2:15][CH2:14][CH:13]([CH2:16][O:17][CH2:18][CH2:19][N:20]5[CH2:24][CH2:23][CH2:22][CH2:21]5)[CH2:12][CH2:11]4)=[N:6][C:5]=3[S:25][C:2]=2[NH:35][C:32](=[O:34])[CH3:33])[CH:31]=[CH:30][CH:29]=[CH:28][CH:27]=1. (3) Given the reactants [NH2:1][C:2]1[CH:9]=[C:8](F)[C:5]([C:6]#[N:7])=[CH:4][N:3]=1.[C:11]([O:15][CH2:16][CH2:17][NH2:18])([CH3:14])([CH3:13])[CH3:12], predict the reaction product. The product is: [NH2:1][C:2]1[CH:9]=[C:8]([NH:18][CH2:17][CH2:16][O:15][C:11]([CH3:14])([CH3:13])[CH3:12])[C:5]([C:6]#[N:7])=[CH:4][N:3]=1. (4) Given the reactants [Br:1][C:2]1[C:3]([CH3:24])=[C:4]([C:8]2[N:12]3[N:13]=[C:14]([CH3:22])[CH:15]=[C:16]([CH:17]([CH2:20][CH3:21])[CH2:18][CH3:19])[C:11]3=[N:10][C:9]=2[CH3:23])[S:5][C:6]=1Br.[Li]CCCC, predict the reaction product. The product is: [Br:1][C:2]1[C:3]([CH3:24])=[C:4]([C:8]2[N:12]3[N:13]=[C:14]([CH3:22])[CH:15]=[C:16]([CH:17]([CH2:20][CH3:21])[CH2:18][CH3:19])[C:11]3=[N:10][C:9]=2[CH3:23])[S:5][CH:6]=1. (5) Given the reactants [C:1]([O:5][C:6]([N:8]1[CH2:13][CH:12]([C:14]([O:16][CH3:17])=[O:15])[CH2:11][CH:10](C(O)=O)[CH2:9]1)=[O:7])([CH3:4])([CH3:3])[CH3:2].CC[N:23](C(C)C)C(C)C.C(O)C1C=CC=CC=1.C1C=CC(P(N=[N+]=[N-])(C2C=CC=CC=2)=O)=CC=1, predict the reaction product. The product is: [NH2:23][CH:10]1[CH2:9][N:8]([C:6]([O:5][C:1]([CH3:4])([CH3:3])[CH3:2])=[O:7])[CH2:13][CH:12]([C:14]([O:16][CH3:17])=[O:15])[CH2:11]1.